From a dataset of Peptide-MHC class I binding affinity with 185,985 pairs from IEDB/IMGT. Regression. Given a peptide amino acid sequence and an MHC pseudo amino acid sequence, predict their binding affinity value. This is MHC class I binding data. (1) The peptide sequence is WGLVMGHQR. The MHC is Patr-A0301 with pseudo-sequence Patr-A0301. The binding affinity (normalized) is 0.203. (2) The peptide sequence is NTFPNITLKI. The MHC is HLA-A02:01 with pseudo-sequence HLA-A02:01. The binding affinity (normalized) is 0.148. (3) The peptide sequence is LTILIRTGLL. The MHC is HLA-A26:01 with pseudo-sequence HLA-A26:01. The binding affinity (normalized) is 0.164. (4) The peptide sequence is RNNDPTLPY. The binding affinity (normalized) is 0.0847. The MHC is HLA-A02:16 with pseudo-sequence HLA-A02:16. (5) The peptide sequence is FARERRLAL. The MHC is BoLA-T2b with pseudo-sequence BoLA-T2b. The binding affinity (normalized) is 0.0641. (6) The peptide sequence is LVRGNSPVF. The MHC is HLA-A69:01 with pseudo-sequence HLA-A69:01. The binding affinity (normalized) is 0.0847.